This data is from Full USPTO retrosynthesis dataset with 1.9M reactions from patents (1976-2016). The task is: Predict the reactants needed to synthesize the given product. (1) Given the product [F:39][C:40]([F:53])([F:52])[S:41]([O:21][C:15]1[C:12]2[C:13](=[O:14])[N:8]([CH2:7][C@@H:5]3[CH2:4][O:3][C:2]([CH3:31])([CH3:1])[O:6]3)[C:9](=[O:30])[N:10]([C:22]3[CH:27]=[CH:26][C:25]([I:28])=[CH:24][C:23]=3[F:29])[C:11]=2[N:18]([CH3:19])[C:17](=[O:20])[CH:16]=1)(=[O:43])=[O:42], predict the reactants needed to synthesize it. The reactants are: [CH3:1][C:2]1([CH3:31])[O:6][C@H:5]([CH2:7][N:8]2[C:13](=[O:14])[C:12]3[C:15]([OH:21])=[CH:16][C:17](=[O:20])[N:18]([CH3:19])[C:11]=3[N:10]([C:22]3[CH:27]=[CH:26][C:25]([I:28])=[CH:24][C:23]=3[F:29])[C:9]2=[O:30])[CH2:4][O:3]1.C(N(CC)CC)C.[F:39][C:40]([F:53])([F:52])[S:41](O[S:41]([C:40]([F:53])([F:52])[F:39])(=[O:43])=[O:42])(=[O:43])=[O:42]. (2) Given the product [O:43]=[C:35]1[NH:36][C:37]2=[N:38][CH:39]=[CH:40][CH:41]=[C:42]2[C@:34]21[CH2:33][C:32]1[C:45](=[CH:46][CH:47]=[C:30]([NH:29][C:28](=[O:48])[CH2:27][N:3]3[C:2](=[O:1])[C:7]4([CH2:13][O:12][CH2:11][CH2:10][O:9][CH2:8]4)[NH:6][CH2:5][C@H:4]3[C:21]3[CH:26]=[CH:25][CH:24]=[CH:23][CH:22]=3)[CH:31]=1)[CH2:44]2, predict the reactants needed to synthesize it. The reactants are: [O:1]=[C:2]1[C:7]2([CH2:13][O:12][CH2:11][CH2:10][O:9][CH2:8]2)[N:6](C(OC(C)(C)C)=O)[CH2:5][C@@H:4]([C:21]2[CH:26]=[CH:25][CH:24]=[CH:23][CH:22]=2)[N:3]1[CH2:27][C:28](=[O:48])[NH:29][C:30]1[CH:31]=[C:32]2[C:45](=[CH:46][CH:47]=1)[CH2:44][C@:34]1([C:42]3[C:37](=[N:38][CH:39]=[CH:40][CH:41]=3)[NH:36][C:35]1=[O:43])[CH2:33]2.Cl. (3) The reactants are: C1(COC(=O)[N:10]([CH2:12][C:13]2[N:22](COCC[Si](C)(C)C)[C:16]3=[N:17][CH:18]=[C:19](Br)[CH:20]=[C:15]3[N:14]=2)[CH3:11])C=CC=CC=1.[CH3:32][C:33]1([CH3:57])[CH2:42][CH2:41][C:40]2[N:39]=[CH:38][N:37]=[C:36]([N:43]3[CH2:49][C:48]4[CH:50]=[C:51](B(O)O)[CH:52]=[CH:53][C:47]=4[O:46][CH2:45][CH2:44]3)[C:35]=2[CH2:34]1. Given the product [CH3:32][C:33]1([CH3:57])[CH2:42][CH2:41][C:40]2[N:39]=[CH:38][N:37]=[C:36]([N:43]3[CH2:49][C:48]4[CH:50]=[C:51]([C:19]5[CH:20]=[C:15]6[NH:14][C:13]([CH2:12][NH:10][CH3:11])=[N:22][C:16]6=[N:17][CH:18]=5)[CH:52]=[CH:53][C:47]=4[O:46][CH2:45][CH2:44]3)[C:35]=2[CH2:34]1, predict the reactants needed to synthesize it. (4) The reactants are: [Br:1][C:2]1[CH:3]=[C:4]2[C:9](=[CH:10][CH:11]=1)[N:8]=[C:7](Cl)[C:6]([CH:13]([CH3:15])[CH3:14])=[C:5]2[Cl:16].[CH3:17][O-:18].[Na+].[Al]. Given the product [Br:1][C:2]1[CH:3]=[C:4]2[C:9](=[CH:10][CH:11]=1)[N:8]=[C:7]([O:18][CH3:17])[C:6]([CH:13]([CH3:15])[CH3:14])=[C:5]2[Cl:16], predict the reactants needed to synthesize it. (5) Given the product [CH2:1]([O:8][C:9]1[CH:18]=[CH:17][C:12]([C:13]([OH:15])=[O:14])=[CH:11][C:10]=1[O:19][CH2:20][CH2:21][C:22]([F:23])([F:25])[F:24])[C:2]1[CH:3]=[CH:4][CH:5]=[CH:6][CH:7]=1, predict the reactants needed to synthesize it. The reactants are: [CH2:1]([O:8][C:9]1[CH:18]=[CH:17][C:12]([C:13]([O:15]C)=[O:14])=[CH:11][C:10]=1[O:19][CH2:20][CH2:21][C:22]([F:25])([F:24])[F:23])[C:2]1[CH:7]=[CH:6][CH:5]=[CH:4][CH:3]=1.[OH-].[Li+]. (6) Given the product [Cl:14][C:15]1[C:20]([Cl:21])=[CH:19][CH:18]=[CH:17][C:16]=1[N:22]1[CH2:23][CH2:24][N:25]([CH2:28][CH2:29][C:30]([O:1][CH2:2][C:3]2[CH:12]=[C:11]3[C:6]([CH2:7][CH2:8][C:9](=[O:13])[NH:10]3)=[CH:5][CH:4]=2)=[O:31])[CH2:26][CH2:27]1, predict the reactants needed to synthesize it. The reactants are: [OH:1][CH2:2][C:3]1[CH:12]=[C:11]2[C:6]([CH2:7][CH2:8][C:9](=[O:13])[NH:10]2)=[CH:5][CH:4]=1.[Cl:14][C:15]1[C:20]([Cl:21])=[CH:19][CH:18]=[CH:17][C:16]=1[N:22]1[CH2:27][CH2:26][N:25]([CH2:28][CH2:29][C:30](O)=[O:31])[CH2:24][CH2:23]1. (7) The reactants are: [IH:1].[NH2:2][C:3]1[N:11]=[C:10]2[C:6]([NH:7][CH:8]=[N:9]2)=[C:5](Cl)[N:4]=1. Given the product [NH2:2][C:3]1[N:11]=[C:10]2[C:6]([NH:7][CH:8]=[N:9]2)=[C:5]([I:1])[N:4]=1, predict the reactants needed to synthesize it. (8) Given the product [F:27][C:8]([F:7])([F:28])[C:9]1[CH:14]=[CH:13][CH:12]=[CH:11][C:10]=1[C:15]1[CH:20]=[CH:19][N:18]2[N:21]=[CH:22][C:1]([C:2]([Cl:4])=[O:3])=[C:17]2[N:16]=1, predict the reactants needed to synthesize it. The reactants are: [C:1](Cl)(=O)[C:2]([Cl:4])=[O:3].[F:7][C:8]([F:28])([F:27])[C:9]1[CH:14]=[CH:13][CH:12]=[CH:11][C:10]=1[C:15]1[CH:20]=[CH:19][N:18]2[N:21]=[CH:22]C(C(O)=O)=[C:17]2[N:16]=1. (9) Given the product [C:19]([C:16]1([C:11]2[CH:12]=[CH:13][CH:14]=[CH:15][C:10]=2[CH2:9][CH2:8][C:6]2[C:5]([CH3:22])=[CH:4][N:3]=[C:2]([NH:23][C:24]3[CH:29]=[CH:28][C:27]([CH:30]([NH:32][C:33](=[O:39])[O:34][C:35]([CH3:38])([CH3:37])[CH3:36])[CH3:31])=[CH:26][CH:25]=3)[N:7]=2)[CH2:18][CH2:17]1)(=[O:20])[NH2:21], predict the reactants needed to synthesize it. The reactants are: Cl[C:2]1[N:7]=[C:6]([CH2:8][CH2:9][C:10]2[CH:15]=[CH:14][CH:13]=[CH:12][C:11]=2[C:16]2([C:19]([NH2:21])=[O:20])[CH2:18][CH2:17]2)[C:5]([CH3:22])=[CH:4][N:3]=1.[NH2:23][C:24]1[CH:29]=[CH:28][C:27]([CH:30]([NH:32][C:33](=[O:39])[O:34][C:35]([CH3:38])([CH3:37])[CH3:36])[CH3:31])=[CH:26][CH:25]=1.CC1(C)C2C(=C(P(C3C=CC=CC=3)C3C=CC=CC=3)C=CC=2)OC2C(P(C3C=CC=CC=3)C3C=CC=CC=3)=CC=CC1=2.C([O-])([O-])=O.[Cs+].[Cs+]. (10) Given the product [Cl:1][C:2]1[CH:15]=[CH:14][C:5]([CH2:6][NH:7][C:8](=[O:13])[C:9]([CH3:12])([CH3:11])[CH3:10])=[C:4]([F:16])[C:3]=1[N:17]1[C:21](=[O:22])[NH:20][C:19]([C:23]2[CH:28]=[CH:27][C:26]([C:31]#[C:30][CH:32]3[CH2:34][CH2:33]3)=[CH:25][CH:24]=2)=[N:18]1, predict the reactants needed to synthesize it. The reactants are: [Cl:1][C:2]1[CH:15]=[CH:14][C:5]([CH2:6][NH:7][C:8](=[O:13])[C:9]([CH3:12])([CH3:11])[CH3:10])=[C:4]([F:16])[C:3]=1[N:17]1[C:21](=[O:22])[NH:20][C:19]([C:23]2[CH:28]=[CH:27][C:26](I)=[CH:25][CH:24]=2)=[N:18]1.[C:30]([CH:32]1[CH2:34][CH2:33]1)#[CH:31].CCCC[N+](CCCC)(CCCC)CCCC.[F-].